From a dataset of Forward reaction prediction with 1.9M reactions from USPTO patents (1976-2016). Predict the product of the given reaction. (1) Given the reactants FC(F)(F)S(O[C:7]1[CH:16]=[C:15]2[C:10]([CH:11]=[CH:12][CH:13]=[N:14]2)=[CH:9][CH:8]=1)(=O)=O.[CH3:19][N:20](C=O)C, predict the reaction product. The product is: [N:14]1[C:15]2[C:10](=[CH:9][CH:8]=[C:7]([C:19]#[N:20])[CH:16]=2)[CH:11]=[CH:12][CH:13]=1. (2) Given the reactants [CH2:1]1[C:3]2([CH2:7][CH2:6][N:5]([C:8]3[CH:9]=[C:10]([NH2:16])[C:11]([NH2:15])=[CH:12][C:13]=3[Cl:14])[CH2:4]2)[CH2:2]1.[C:17]([O:21][C:22](=[O:35])[NH:23][CH2:24][C:25]1[CH:30]=[CH:29][C:28]([Cl:31])=[C:27]([N:32]=[C:33]=S)[CH:26]=1)([CH3:20])([CH3:19])[CH3:18], predict the reaction product. The product is: [C:17]([O:21][C:22](=[O:35])[NH:23][CH2:24][C:25]1[CH:30]=[CH:29][C:28]([Cl:31])=[C:27]([NH:32][C:33]2[NH:16][C:10]3[CH:9]=[C:8]([N:5]4[CH2:6][CH2:7][C:3]5([CH2:1][CH2:2]5)[CH2:4]4)[C:13]([Cl:14])=[CH:12][C:11]=3[N:15]=2)[CH:26]=1)([CH3:20])([CH3:19])[CH3:18]. (3) Given the reactants [OH:1][C:2]1[C:7]([CH3:8])=[C:6]([CH3:9])[C:5]([C:10]2[CH:15]=[CH:14][CH:13]=[C:12]([CH:16]=[O:17])[CH:11]=2)=[C:4]([CH3:18])[C:3]=1[CH3:19].CO.[BH4-].[Na+].Cl, predict the reaction product. The product is: [OH:17][CH2:16][C:12]1[CH:11]=[C:10]([C:5]2[C:4]([CH3:18])=[C:3]([CH3:19])[C:2]([OH:1])=[C:7]([CH3:8])[C:6]=2[CH3:9])[CH:15]=[CH:14][CH:13]=1. (4) Given the reactants [CH3:1][S:2]([CH2:5][C:6]1[CH:11]=[C:10]([N:12]2[CH2:17][CH2:16][O:15][CH2:14][CH2:13]2)[N:9]=[C:8]([C:18]2[CH:23]=[CH:22][C:21]([CH2:24][NH2:25])=[CH:20][CH:19]=2)[N:7]=1)(=[O:4])=[O:3].C(N(CC)CC)C.[CH3:33][S:34](Cl)(=[O:36])=[O:35], predict the reaction product. The product is: [CH3:1][S:2]([CH2:5][C:6]1[CH:11]=[C:10]([N:12]2[CH2:13][CH2:14][O:15][CH2:16][CH2:17]2)[N:9]=[C:8]([C:18]2[CH:23]=[CH:22][C:21]([CH2:24][NH:25][S:34]([CH3:33])(=[O:36])=[O:35])=[CH:20][CH:19]=2)[N:7]=1)(=[O:4])=[O:3]. (5) Given the reactants [O:1]1[CH2:6][CH2:5][CH:4]([NH2:7])[CH2:3][CH2:2]1.Cl[C:9]1[N:16]=[C:15]([C:17]([F:20])([F:19])[F:18])[CH:14]=[CH:13][C:10]=1[C:11]#[N:12].C(O)C, predict the reaction product. The product is: [O:1]1[CH2:6][CH2:5][CH:4]([NH:7][C:9]2[N:16]=[C:15]([C:17]([F:20])([F:18])[F:19])[CH:14]=[CH:13][C:10]=2[C:11]#[N:12])[CH2:3][CH2:2]1.